This data is from Peptide-MHC class I binding affinity with 185,985 pairs from IEDB/IMGT. The task is: Regression. Given a peptide amino acid sequence and an MHC pseudo amino acid sequence, predict their binding affinity value. This is MHC class I binding data. (1) The peptide sequence is YMDDVVLGAK. The MHC is HLA-A03:01 with pseudo-sequence HLA-A03:01. The binding affinity (normalized) is 0.463. (2) The peptide sequence is ELANEVKVL. The MHC is HLA-A02:03 with pseudo-sequence HLA-A02:03. The binding affinity (normalized) is 0.370. (3) The MHC is Mamu-B03 with pseudo-sequence Mamu-B03. The binding affinity (normalized) is 0.669. The peptide sequence is NRFAGFGIGL. (4) The binding affinity (normalized) is 0.0847. The MHC is HLA-C07:01 with pseudo-sequence HLA-C07:01. The peptide sequence is YPYQLMLSL. (5) The MHC is HLA-A02:01 with pseudo-sequence HLA-A02:01. The peptide sequence is YIDISDVKVL. The binding affinity (normalized) is 0.313.